From a dataset of Full USPTO retrosynthesis dataset with 1.9M reactions from patents (1976-2016). Predict the reactants needed to synthesize the given product. (1) Given the product [N:4]1[CH:13]=[C:14]([CH:15]2[CH2:20][CH2:19][N:18]([C:21]([O:23][C:24]([CH3:27])([CH3:26])[CH3:25])=[O:22])[CH2:17][CH2:16]2)[N:6]2[CH:7]=[CH:2][CH:3]=[CH:28][C:5]=12, predict the reactants needed to synthesize it. The reactants are: Br[C:2]1(Br)[C:7](=O)[NH:6][C:5](=O)[NH:4][C:3]1=O.O=[CH:13][CH2:14][CH:15]1[CH2:20][CH2:19][N:18]([C:21]([O:23][C:24]([CH3:27])([CH3:26])[CH3:25])=[O:22])[CH2:17][CH2:16]1.[CH2:28](OCC)C. (2) Given the product [OH:30][CH2:29][CH:28]([NH:27][C:24]([C:7]1[N:8]([CH2:12][C:13]2[CH:18]=[CH:17][CH:16]=[C:15]([O:19][C:20]([F:23])([F:21])[F:22])[CH:14]=2)[C:9]2[C:5]([CH:6]=1)=[CH:4][C:3]([C:1]#[N:2])=[CH:11][CH:10]=2)=[O:26])[CH:31]1[CH2:36][CH2:35][O:34][CH2:33][CH2:32]1, predict the reactants needed to synthesize it. The reactants are: [C:1]([C:3]1[CH:4]=[C:5]2[C:9](=[CH:10][CH:11]=1)[N:8]([CH2:12][C:13]1[CH:18]=[CH:17][CH:16]=[C:15]([O:19][C:20]([F:23])([F:22])[F:21])[CH:14]=1)[C:7]([C:24]([OH:26])=O)=[CH:6]2)#[N:2].[NH2:27][CH:28]([CH:31]1[CH2:36][CH2:35][O:34][CH2:33][CH2:32]1)[CH2:29][OH:30]. (3) Given the product [NH:33]1[CH:37]=[CH:36][N:35]=[C:34]1[CH2:38][NH:1][CH2:2][C:3]1[CH:4]=[CH:5][C:6]2[N:10]=[C:9]([CH2:11][CH2:12][CH2:13][CH2:14][N:15]([CH2:16][CH2:17][CH3:18])[CH2:19][CH2:20][CH3:21])[N:8]([CH2:22][CH2:23][CH3:24])[C:7]=2[CH:25]=1, predict the reactants needed to synthesize it. The reactants are: [NH2:1][CH2:2][C:3]1[CH:4]=[CH:5][C:6]2[N:10]=[C:9]([CH2:11][CH2:12][CH2:13][CH2:14][N:15]([CH2:19][CH2:20][CH3:21])[CH2:16][CH2:17][CH3:18])[N:8]([CH2:22][CH2:23][CH3:24])[C:7]=2[CH:25]=1.C(OC)(OC)OC.[NH:33]1[CH:37]=[CH:36][N:35]=[C:34]1[CH:38]=O.[BH4-].[Na+].